Dataset: Forward reaction prediction with 1.9M reactions from USPTO patents (1976-2016). Task: Predict the product of the given reaction. (1) The product is: [CH:1]([O:3][C:4](=[O:20])[NH:5][C:6](=[O:19])/[C:7](/[C:17]#[N:18])=[CH:8]\[C:9]1[CH:14]=[CH:13][C:12]([Cl:15])=[C:11]([Cl:16])[CH:10]=1)([CH3:21])[CH3:2]. Given the reactants [CH2:1]([O:3][C:4](=[O:20])[NH:5][C:6](=[O:19])/[C:7](/[C:17]#[N:18])=[CH:8]\[C:9]1[CH:14]=[CH:13][C:12]([Cl:15])=[C:11]([Cl:16])[CH:10]=1)[CH3:2].[CH3:21]C(O)C, predict the reaction product. (2) Given the reactants [CH3:1][O:2][C:3]([C:5]1[CH:6]=[N:7][CH:8]=[C:9]([C:11]([O:13][CH3:14])=[O:12])[CH:10]=1)=[O:4], predict the reaction product. The product is: [CH3:1][O:2][C:3]([CH:5]1[CH2:10][CH:9]([C:11]([O:13][CH3:14])=[O:12])[CH2:8][NH:7][CH2:6]1)=[O:4]. (3) The product is: [CH2:9]([N:12]([CH2:13][CH:14]=[CH2:15])[C:2]1[CH:7]=[N:6][C:5]([Br:8])=[CH:4][N:3]=1)[CH:10]=[CH2:11]. Given the reactants Br[C:2]1[CH:7]=[N:6][C:5]([Br:8])=[CH:4][N:3]=1.[CH2:9]([NH:12][CH2:13][CH:14]=[CH2:15])[CH:10]=[CH2:11], predict the reaction product. (4) Given the reactants [CH2:1](N(CC)CC)[CH3:2].C([B-](F)(F)F)=C.[K+].Br[C:16]1[CH:17]=[CH:18][C:19]2[C:20]3[N:29]([CH2:30][CH:31]([CH3:33])[CH3:32])[C:28]([CH2:34][CH2:35][CH3:36])=[N:27][C:21]=3[C:22]([NH2:26])=[N:23][C:24]=2[CH:25]=1.[OH-].[Na+], predict the reaction product. The product is: [CH3:32][CH:31]([CH3:33])[CH2:30][N:29]1[C:20]2[C:19]3[CH:18]=[CH:17][C:16]([CH:1]=[CH2:2])=[CH:25][C:24]=3[N:23]=[C:22]([NH2:26])[C:21]=2[N:27]=[C:28]1[CH2:34][CH2:35][CH3:36]. (5) Given the reactants [OH-].[Li+].[F:3][CH2:4][C:5]1[N:6]([C:17]2[C:26]3[CH2:25][CH2:24][CH2:23][CH2:22][C:21]=3[C:20]([CH3:27])=[CH:19][CH:18]=2)[C:7]([S:10][CH2:11][C:12]([O:14]CC)=[O:13])=[N:8][N:9]=1, predict the reaction product. The product is: [F:3][CH2:4][C:5]1[N:6]([C:17]2[C:26]3[CH2:25][CH2:24][CH2:23][CH2:22][C:21]=3[C:20]([CH3:27])=[CH:19][CH:18]=2)[C:7]([S:10][CH2:11][C:12]([OH:14])=[O:13])=[N:8][N:9]=1. (6) Given the reactants [C:1]1([CH3:11])[CH:6]=[CH:5][C:4]([S:7](Cl)(=[O:9])=[O:8])=[CH:3][CH:2]=1.[CH2:12]([OH:17])[CH2:13][CH2:14][C:15]#[CH:16].C(N(CC)CC)C, predict the reaction product. The product is: [CH3:11][C:1]1[CH:6]=[CH:5][C:4]([S:7]([O:17][CH2:12][CH2:13][CH2:14][C:15]#[CH:16])(=[O:9])=[O:8])=[CH:3][CH:2]=1. (7) Given the reactants [O-:1][CH2:2][CH3:3].[Na+].[Cl:5][C:6]1[CH:11]=[C:10]([F:12])[CH:9]=[CH:8][C:7]=1[CH2:13][C:14]#[N:15].O, predict the reaction product. The product is: [C:2]([CH:13]([C:7]1[CH:8]=[CH:9][C:10]([F:12])=[CH:11][C:6]=1[Cl:5])[C:14]#[N:15])(=[O:1])[CH3:3]. (8) Given the reactants [C:1]([NH:8][C@H:9]([C:11]([NH:13][C@H:14]([C:16]([OH:18])=O)[CH3:15])=[O:12])[CH3:10])([O:3][C:4]([CH3:7])([CH3:6])[CH3:5])=[O:2].CN1CCOCC1.[NH2:26][CH2:27][CH2:28][CH2:29][OH:30], predict the reaction product. The product is: [NH:8]([C:1]([O:3][C:4]([CH3:5])([CH3:6])[CH3:7])=[O:2])[C@H:9]([C:11]([NH:13][C@H:14]([C:16]([NH:26][CH2:27][CH2:28][CH2:29][OH:30])=[O:18])[CH3:15])=[O:12])[CH3:10].